Dataset: Catalyst prediction with 721,799 reactions and 888 catalyst types from USPTO. Task: Predict which catalyst facilitates the given reaction. (1) Reactant: [C:1]1([CH:7]([C:31]2[CH:36]=[CH:35][CH:34]=[CH:33][CH:32]=2)[C:8]2[CH:9]=[CH:10][C:11](=[O:30])[N:12]([CH2:14][CH2:15][CH2:16][C:17]3[CH:18]=[C:19]([CH:27]=[CH:28][CH:29]=3)[O:20][CH2:21][CH2:22][C:23]([O:25]C)=[O:24])[CH:13]=2)[CH:6]=[CH:5][CH:4]=[CH:3][CH:2]=1.[OH-].[Na+].Cl. Product: [C:1]1([CH:7]([C:31]2[CH:36]=[CH:35][CH:34]=[CH:33][CH:32]=2)[C:8]2[CH:9]=[CH:10][C:11](=[O:30])[N:12]([CH2:14][CH2:15][CH2:16][C:17]3[CH:18]=[C:19]([CH:27]=[CH:28][CH:29]=3)[O:20][CH2:21][CH2:22][C:23]([OH:25])=[O:24])[CH:13]=2)[CH:2]=[CH:3][CH:4]=[CH:5][CH:6]=1. The catalyst class is: 5. (2) Reactant: [F:1][C:2]([F:21])([F:20])[C:3]1[CH:7]=[C:6]([C:8]([F:11])([F:10])[F:9])[N:5]([C:12]2[CH:17]=[CH:16][C:15]([CH2:18][OH:19])=[CH:14][CH:13]=2)[N:4]=1. Product: [F:21][C:2]([F:1])([F:20])[C:3]1[CH:7]=[C:6]([C:8]([F:9])([F:10])[F:11])[N:5]([C:12]2[CH:13]=[CH:14][C:15]([CH:18]=[O:19])=[CH:16][CH:17]=2)[N:4]=1. The catalyst class is: 177. (3) Reactant: [CH3:1][C:2]1[CH:3]=[C:4]([NH:8][C:9]2[S:10][CH:11]=[C:12]([C:14]3[CH:19]=[CH:18][N:17]=[C:16]([C:20]#[C:21][CH2:22][OH:23])[CH:15]=3)[N:13]=2)[CH:5]=[CH:6][CH:7]=1. Product: [CH3:1][C:2]1[CH:3]=[C:4]([NH:8][C:9]2[S:10][CH:11]=[C:12]([C:14]3[CH:19]=[CH:18][N:17]=[C:16]([CH2:20][CH2:21][CH2:22][OH:23])[CH:15]=3)[N:13]=2)[CH:5]=[CH:6][CH:7]=1. The catalyst class is: 50. (4) Reactant: [C:1]([C:4]1[CH:9]=[CH:8][C:7]([NH:10][C:11]([CH:13]2[CH:17]([C:18]3[CH:23]=[CH:22][CH:21]=[C:20]([Cl:24])[C:19]=3[F:25])[C:16]([C:28]3[CH:33]=[CH:32][C:31]([Cl:34])=[CH:30][C:29]=3[F:35])([C:26]#[N:27])[CH:15]([CH2:36][C:37]([CH3:40])([CH3:39])[CH3:38])[NH:14]2)=[O:12])=[CH:6][CH:5]=1)(=[O:3])[NH2:2]. Product: [C:1]([C:4]1[CH:9]=[CH:8][C:7]([NH:10][C:11]([C@@H:13]2[C@@H:17]([C:18]3[CH:23]=[CH:22][CH:21]=[C:20]([Cl:24])[C:19]=3[F:25])[C@@:16]([C:28]3[CH:33]=[CH:32][C:31]([Cl:34])=[CH:30][C:29]=3[F:35])([C:26]#[N:27])[C@@H:15]([CH2:36][C:37]([CH3:40])([CH3:39])[CH3:38])[NH:14]2)=[O:12])=[CH:6][CH:5]=1)(=[O:3])[NH2:2]. The catalyst class is: 5.